This data is from Catalyst prediction with 721,799 reactions and 888 catalyst types from USPTO. The task is: Predict which catalyst facilitates the given reaction. Reactant: [C:1]([N:4]([CH2:38][C@@H:39]1[O:43][C:42](=[O:44])[N:41]([C:45]2[CH:50]=[CH:49][C:48]([N:51]3[CH2:58][C:57]4[C:53](=[N:54][N:55]([CH3:59])[CH:56]=4)[CH2:52]3)=[C:47]([F:60])[CH:46]=2)[CH2:40]1)[C:5]([O:7][CH2:8][O:9][C:10](=[O:37])[C:11]1[CH:16]=[CH:15][C:14]([CH2:17][O:18][P:19]([O:29]CC2C=CC=CC=2)([O:21]CC2C=CC=CC=2)=[O:20])=[CH:13][CH:12]=1)=[O:6])(=[O:3])[CH3:2]. Product: [C:1]([N:4]([CH2:38][C@@H:39]1[O:43][C:42](=[O:44])[N:41]([C:45]2[CH:50]=[CH:49][C:48]([N:51]3[CH2:58][C:57]4[C:53](=[N:54][N:55]([CH3:59])[CH:56]=4)[CH2:52]3)=[C:47]([F:60])[CH:46]=2)[CH2:40]1)[C:5]([O:7][CH2:8][O:9][C:10](=[O:37])[C:11]1[CH:16]=[CH:15][C:14]([CH2:17][O:18][P:19]([OH:29])([OH:21])=[O:20])=[CH:13][CH:12]=1)=[O:6])(=[O:3])[CH3:2]. The catalyst class is: 19.